Predict the reaction yield, written as a fraction of the theoretical maximum amount of product (1.0 means a 100% yield; for example, 0.34 means a 34% yield). From a dataset of Reaction yield outcomes from USPTO patents with 853,638 reactions. (1) The reactants are Br[C:2]1[CH:7]=[CH:6][C:5]([CH:8]([OH:13])[C:9]([F:12])([F:11])[F:10])=[CH:4][CH:3]=1.[C:14]1([CH3:23])[CH:19]=[CH:18][CH:17]=[C:16](B(O)O)[CH:15]=1.C([O-])([O-])=O.[Na+].[Na+].C(C#N)(C)=O. The catalyst is Cl[Pd](Cl)([P](C1C=CC=CC=1)(C1C=CC=CC=1)C1C=CC=CC=1)[P](C1C=CC=CC=1)(C1C=CC=CC=1)C1C=CC=CC=1.C(Cl)Cl.O. The product is [F:10][C:9]([F:12])([F:11])[CH:8]([C:5]1[CH:6]=[CH:7][CH:2]=[CH:3][C:4]=1[C:16]1[CH:17]=[CH:18][CH:19]=[C:14]([CH3:23])[CH:15]=1)[OH:13]. The yield is 0.790. (2) The reactants are [Cl:1][C:2]1[CH:3]=[CH:4][C:5]([O:25][CH3:26])=[C:6]([C@@:8]2([F:24])[C:16]3[C:11](=[CH:12][C:13]([C:17]([F:20])([F:19])[F:18])=[CH:14][CH:15]=3)[N:10]([CH2:21]Cl)[C:9]2=[O:23])[CH:7]=1.[CH2:27]([O:34][C@@H:35]1[C@@H:41]([O:42][CH2:43][C:44]2[CH:49]=[CH:48][CH:47]=[CH:46][CH:45]=2)[C@H:40]([O:50][CH2:51][C:52]2[CH:57]=[CH:56][CH:55]=[CH:54][CH:53]=2)[C@@H:39]([CH2:58][O:59][CH2:60][C:61]2[CH:66]=[CH:65][CH:64]=[CH:63][CH:62]=2)[O:38][CH:36]1[OH:37])[C:28]1[CH:33]=[CH:32][CH:31]=[CH:30][CH:29]=1.C(=O)([O-])[O-].[Cs+].[Cs+]. The catalyst is C(#N)C. The product is [Cl:1][C:2]1[CH:3]=[CH:4][C:5]([O:25][CH3:26])=[C:6]([C@@:8]2([F:24])[C:16]3[C:11](=[CH:12][C:13]([C:17]([F:19])([F:18])[F:20])=[CH:14][CH:15]=3)[N:10]([CH2:21][O:37][CH:36]3[C@H:35]([O:34][CH2:27][C:28]4[CH:29]=[CH:30][CH:31]=[CH:32][CH:33]=4)[C@@H:41]([O:42][CH2:43][C:44]4[CH:49]=[CH:48][CH:47]=[CH:46][CH:45]=4)[C@@H:40]([O:50][CH2:51][C:52]4[CH:53]=[CH:54][CH:55]=[CH:56][CH:57]=4)[C@@H:39]([CH2:58][O:59][CH2:60][C:61]4[CH:62]=[CH:63][CH:64]=[CH:65][CH:66]=4)[O:38]3)[C:9]2=[O:23])[CH:7]=1. The yield is 0.710.